This data is from Forward reaction prediction with 1.9M reactions from USPTO patents (1976-2016). The task is: Predict the product of the given reaction. The product is: [CH3:18][C:14]1[N:13]=[C:12]([NH:11][S:8]([C:5]2[CH:6]=[CH:7][C:2]([C:20]3[CH:21]=[CH:22][CH:23]=[CH:24][N:19]=3)=[CH:3][CH:4]=2)(=[O:10])=[O:9])[CH:17]=[CH:16][CH:15]=1. Given the reactants Br[C:2]1[CH:7]=[CH:6][C:5]([S:8]([NH:11][C:12]2[CH:17]=[CH:16][CH:15]=[C:14]([CH3:18])[N:13]=2)(=[O:10])=[O:9])=[CH:4][CH:3]=1.[N:19]1[CH:24]=[CH:23][CH:22]=[CH:21][C:20]=1[Sn](CCCC)(CCCC)CCCC, predict the reaction product.